Dataset: Forward reaction prediction with 1.9M reactions from USPTO patents (1976-2016). Task: Predict the product of the given reaction. (1) Given the reactants [CH2:1]([C:4]1[S:29][C:7]2[N:8]=[C:9]([CH2:25][C:26]([OH:28])=O)[N:10]=[C:11]([N:12]3[CH2:17][CH2:16][N:15]4[C:18]([C:21]([F:24])([F:23])[F:22])=[N:19][N:20]=[C:14]4[CH2:13]3)[C:6]=2[CH:5]=1)[CH2:2][CH3:3].[Cl-].[NH4+].C(Cl)CCl.C1C=CC2N(O)N=[N:42]C=2C=1.C(N(C(C)C)CC)(C)C, predict the reaction product. The product is: [CH2:1]([C:4]1[S:29][C:7]2[N:8]=[C:9]([CH2:25][C:26]([NH2:42])=[O:28])[N:10]=[C:11]([N:12]3[CH2:17][CH2:16][N:15]4[C:18]([C:21]([F:22])([F:24])[F:23])=[N:19][N:20]=[C:14]4[CH2:13]3)[C:6]=2[CH:5]=1)[CH2:2][CH3:3]. (2) Given the reactants [C:1]([O:5][C:6]([N:8]1[CH2:13][CH2:12][CH2:11][C@H:10]([NH:14][C:15]([C:17]2[C:21]([NH:22][C:23]([NH2:25])=[O:24])=[CH:20][N:19]([C:26]3[CH:31]=[CH:30][CH:29]=[C:28]([F:32])[CH:27]=3)[CH:18]=2)=[O:16])[CH2:9]1)=[O:7])([CH3:4])([CH3:3])[CH3:2].[F:33][C:34]([F:38])([F:37])[CH2:35]N.C(OCC)(=O)C, predict the reaction product. The product is: [C:1]([O:5][C:6]([N:8]1[CH2:13][CH2:12][CH2:11][C@H:10]([NH:14][C:15]([C:17]2[C:21]([NH:22][C:23]([NH:25][CH2:35][C:34]([F:38])([F:37])[F:33])=[O:24])=[CH:20][N:19]([C:26]3[CH:31]=[CH:30][CH:29]=[C:28]([F:32])[CH:27]=3)[CH:18]=2)=[O:16])[CH2:9]1)=[O:7])([CH3:4])([CH3:2])[CH3:3]. (3) Given the reactants Cl[C:2]1[C:11]2[C:6](=[CH:7][CH:8]=[CH:9][CH:10]=2)[N:5]=[CH:4][C:3]=1[N+:12]([O-:14])=[O:13].C(N(CC)CC)C.Cl.Cl.[NH2:24][CH2:25][C:26]1([NH2:32])[CH2:31][CH2:30][CH2:29][CH2:28][CH2:27]1, predict the reaction product. The product is: [NH2:32][C:26]1([CH2:25][NH:24][C:2]2[C:11]3[C:6](=[CH:7][CH:8]=[CH:9][CH:10]=3)[N:5]=[CH:4][C:3]=2[N+:12]([O-:14])=[O:13])[CH2:31][CH2:30][CH2:29][CH2:28][CH2:27]1. (4) Given the reactants [CH3:1][N:2]([CH3:6])[CH2:3][CH2:4][NH2:5].Cl[C:8]1[CH:13]=[C:12]([N:14]2[CH2:19][CH2:18][NH:17][CH:16]([CH:20]([CH3:22])[CH3:21])[CH2:15]2)[N:11]=[CH:10][N:9]=1, predict the reaction product. The product is: [CH:20]([CH:16]1[NH:17][CH2:18][CH2:19][N:14]([C:12]2[N:11]=[CH:10][N:9]=[C:8]([NH:5][CH2:4][CH2:3][N:2]([CH3:6])[CH3:1])[CH:13]=2)[CH2:15]1)([CH3:22])[CH3:21]. (5) Given the reactants C([O:8][C@@H:9]1[C@@H:17]([C@@:18]([OH:24])([CH3:23])[C:19]([F:22])([F:21])[F:20])[O:16][C@H:15]2[C@H:11]([N:12]=[C:13]([N:25](C)[C:26](=O)OC(C)(C)C)[S:14]2)[CH2:10]1)C1C=CC=CC=1.B(Cl)(Cl)Cl, predict the reaction product. The product is: [CH3:26][NH:25][C:13]1[S:14][C@H:15]2[O:16][C@H:17]([C@@:18]([OH:24])([CH3:23])[C:19]([F:20])([F:21])[F:22])[C@@H:9]([OH:8])[CH2:10][C@H:11]2[N:12]=1. (6) Given the reactants C([N:8]1[CH2:13][C:12](=[O:14])[NH:11][C:10](=[O:15])[CH2:9]1)C1C=CC=CC=1.[ClH:16], predict the reaction product. The product is: [ClH:16].[NH:11]1[C:12](=[O:14])[CH2:13][NH:8][CH2:9][C:10]1=[O:15]. (7) Given the reactants Br[C:2]1[CH:7]=[CH:6][CH:5]=[C:4]([CH2:8][CH2:9][CH2:10][CH2:11][O:12][CH3:13])[CH:3]=1.C([Li])CCC.CN([CH:22]=[O:23])C.Cl, predict the reaction product. The product is: [CH3:13][O:12][CH2:11][CH2:10][CH2:9][CH2:8][C:4]1[CH:3]=[C:2]([CH:7]=[CH:6][CH:5]=1)[CH:22]=[O:23]. (8) Given the reactants [CH3:1][N:2]([C:8]([O:10][C:11]([CH3:14])([CH3:13])[CH3:12])=[O:9])[CH:3]([CH3:7])[C:4]([OH:6])=O.C1(N=C=NC2CCCCC2)CCCCC1.[NH2:30][C:31]1[N:36]=[C:35]([C:37]#[C:38][C:39]2[CH:44]=[CH:43][CH:42]=[CH:41][CH:40]=2)[C:34]([N:45]([CH3:55])[S:46]([C:49]2[CH:54]=[CH:53][CH:52]=[CH:51][CH:50]=2)(=[O:48])=[O:47])=[CH:33][CH:32]=1.CCN(C(C)C)C(C)C, predict the reaction product. The product is: [C:11]([O:10][C:8](=[O:9])[N:2]([CH:3]([CH3:7])[C:4]([NH:30][C:31]1[CH:32]=[CH:33][C:34]([N:45]([S:46]([C:49]2[CH:54]=[CH:53][CH:52]=[CH:51][CH:50]=2)(=[O:48])=[O:47])[CH3:55])=[C:35]([C:37]#[C:38][C:39]2[CH:40]=[CH:41][CH:42]=[CH:43][CH:44]=2)[N:36]=1)=[O:6])[CH3:1])([CH3:14])([CH3:13])[CH3:12]. (9) Given the reactants [C:1]([O:5][C:6]([NH:8][C@@H:9]1[CH2:14][CH2:13][CH:12]([OH:15])[CH2:11][C@@H:10]1[NH:16][C:17]([O:19][C:20]([CH3:23])([CH3:22])[CH3:21])=[O:18])=[O:7])([CH3:4])([CH3:3])[CH3:2].[C:24](OC(=O)C)(=[O:26])[CH3:25].Cl.C(OCC)(=O)C, predict the reaction product. The product is: [C:24]([O:15][CH:12]1[CH2:13][CH2:14][CH:9]([NH:8][C:6]([O:5][C:1]([CH3:4])([CH3:3])[CH3:2])=[O:7])[CH:10]([NH:16][C:17]([O:19][C:20]([CH3:23])([CH3:22])[CH3:21])=[O:18])[CH2:11]1)(=[O:26])[CH3:25]. (10) The product is: [Cl:1][C:2]1[N:3]=[C:4]([CH2:17][OH:18])[NH:5][C:6]=1[C:7]1[CH:8]=[C:9]([CH:13]=[CH:14][C:15]=1[CH3:16])[C:10]([N:42]1[CH2:41][C:40]([C:44]2[CH:45]=[CH:46][C:47]([C:48]#[N:49])=[CH:50][CH:51]=2)([F:39])[CH2:43]1)=[O:12]. Given the reactants [Cl:1][C:2]1[N:3]=[C:4]([CH2:17][OH:18])[NH:5][C:6]=1[C:7]1[CH:8]=[C:9]([CH:13]=[CH:14][C:15]=1[CH3:16])[C:10]([OH:12])=O.ClC1N=C(COC)NC=1C1C=C(C=CC=1C)C(O)=O.Cl.[F:39][C:40]1([C:44]2[CH:51]=[CH:50][C:47]([C:48]#[N:49])=[CH:46][CH:45]=2)[CH2:43][NH:42][CH2:41]1.Cl.N1CCC(C2C=CC(C#N)=CC=2)CC1, predict the reaction product.